This data is from Peptide-MHC class I binding affinity with 185,985 pairs from IEDB/IMGT. The task is: Regression. Given a peptide amino acid sequence and an MHC pseudo amino acid sequence, predict their binding affinity value. This is MHC class I binding data. (1) The peptide sequence is VYSFDESSF. The MHC is HLA-A02:03 with pseudo-sequence HLA-A02:03. The binding affinity (normalized) is 0.0847. (2) The peptide sequence is IRHVYHNLK. The MHC is HLA-B08:01 with pseudo-sequence HLA-B08:01. The binding affinity (normalized) is 0.0847.